Dataset: Reaction yield outcomes from USPTO patents with 853,638 reactions. Task: Predict the reaction yield, written as a fraction of the theoretical maximum amount of product (1.0 means a 100% yield; for example, 0.34 means a 34% yield). The reactants are [C:1]([C:5]1[O:9][N:8]=[C:7]([NH:10][C:11]([NH:13][C:14]2[CH:19]=[CH:18][CH:17]=[C:16]([S:20][C:21]3[C:30]4[C:25](=[CH:26][C:27]([O:41][CH3:42])=[C:28]([O:31][CH2:32][CH2:33][CH2:34][N:35]5[CH2:40][CH2:39]C[CH2:37][CH2:36]5)[CH:29]=4)[N:24]=[CH:23][N:22]=3)[CH:15]=2)=[O:12])[CH:6]=1)([CH3:4])([CH3:3])[CH3:2].[CH3:43][N:44]1CCNCC1. No catalyst specified. The product is [C:1]([C:5]1[O:9][N:8]=[C:7]([NH:10][C:11]([NH:13][C:14]2[CH:19]=[CH:18][CH:17]=[C:16]([S:20][C:21]3[C:30]4[C:25](=[CH:26][C:27]([O:41][CH3:42])=[C:28]([O:31][CH2:32][CH2:33][CH2:34][N:35]5[CH2:36][CH2:37][N:44]([CH3:43])[CH2:39][CH2:40]5)[CH:29]=4)[N:24]=[CH:23][N:22]=3)[CH:15]=2)=[O:12])[CH:6]=1)([CH3:4])([CH3:3])[CH3:2]. The yield is 0.0700.